This data is from Catalyst prediction with 721,799 reactions and 888 catalyst types from USPTO. The task is: Predict which catalyst facilitates the given reaction. (1) Reactant: C([O:3][C:4](=O)[CH2:5][NH:6][C:7]1[CH:12]=[CH:11][CH:10]=[C:9]([Cl:13])[CH:8]=1)C.O.[NH2:16][NH2:17]. Product: [Cl:13][C:9]1[CH:8]=[C:7]([NH:6][CH2:5][C:4]([NH:16][NH2:17])=[O:3])[CH:12]=[CH:11][CH:10]=1. The catalyst class is: 8. (2) Reactant: [C:1]([C:3]1[C:7]([CH3:8])=[C:6]([CH3:9])[S:5][C:4]=1[NH:10][C:11]([NH:13]C(=O)C1C=CC=CC=1)=[O:12])#[N:2].[OH-].[Na+]. Product: [NH2:2][C:1]1[C:3]2[C:7]([CH3:8])=[C:6]([CH3:9])[S:5][C:4]=2[NH:10][C:11](=[O:12])[N:13]=1. The catalyst class is: 14.